Dataset: NCI-60 drug combinations with 297,098 pairs across 59 cell lines. Task: Regression. Given two drug SMILES strings and cell line genomic features, predict the synergy score measuring deviation from expected non-interaction effect. (1) Drug 1: CC1OCC2C(O1)C(C(C(O2)OC3C4COC(=O)C4C(C5=CC6=C(C=C35)OCO6)C7=CC(=C(C(=C7)OC)O)OC)O)O. Drug 2: CN(C(=O)NC(C=O)C(C(C(CO)O)O)O)N=O. Cell line: RPMI-8226. Synergy scores: CSS=35.2, Synergy_ZIP=-3.08, Synergy_Bliss=-6.68, Synergy_Loewe=-17.3, Synergy_HSA=-4.67. (2) Drug 1: COC1=CC(=CC(=C1O)OC)C2C3C(COC3=O)C(C4=CC5=C(C=C24)OCO5)OC6C(C(C7C(O6)COC(O7)C8=CC=CS8)O)O. Drug 2: CC12CCC3C(C1CCC2OP(=O)(O)O)CCC4=C3C=CC(=C4)OC(=O)N(CCCl)CCCl.[Na+]. Cell line: A549. Synergy scores: CSS=46.2, Synergy_ZIP=3.97, Synergy_Bliss=3.71, Synergy_Loewe=-20.9, Synergy_HSA=5.19. (3) Drug 1: C1=NC(=NC(=O)N1C2C(C(C(O2)CO)O)O)N. Drug 2: C1=NNC2=C1C(=O)NC=N2. Cell line: HCT-15. Synergy scores: CSS=36.3, Synergy_ZIP=-0.183, Synergy_Bliss=4.64, Synergy_Loewe=-29.3, Synergy_HSA=1.96. (4) Drug 1: C1C(C(OC1N2C=NC(=NC2=O)N)CO)O. Drug 2: C(CN)CNCCSP(=O)(O)O. Cell line: HT29. Synergy scores: CSS=3.37, Synergy_ZIP=-2.41, Synergy_Bliss=-6.19, Synergy_Loewe=-2.59, Synergy_HSA=-5.35.